Task: Predict the reaction yield, written as a fraction of the theoretical maximum amount of product (1.0 means a 100% yield; for example, 0.34 means a 34% yield).. Dataset: Reaction yield outcomes from USPTO patents with 853,638 reactions (1) The reactants are [CH3:1][O:2][C:3]1[CH:10]=[C:9]([N+:11]([O-:13])=[O:12])[CH:8]=[CH:7][C:4]=1[CH:5]=[O:6].[BH4-].[Na+]. The catalyst is CO. The product is [CH3:1][O:2][C:3]1[CH:10]=[C:9]([N+:11]([O-:13])=[O:12])[CH:8]=[CH:7][C:4]=1[CH2:5][OH:6]. The yield is 0.990. (2) The reactants are Br[C:2]1[CH:7]=[CH:6][C:5]([S:8]([NH:11][CH2:12][CH2:13][N:14]2[CH2:19][CH2:18][O:17][CH2:16][CH2:15]2)(=[O:10])=[O:9])=[C:4]([CH3:20])[CH:3]=1.[C:21](=[N:34][NH2:35])([C:28]1[CH:33]=[CH:32][CH:31]=[CH:30][CH:29]=1)[C:22]1[CH:27]=[CH:26][CH:25]=[CH:24][CH:23]=1.CC(C)([O-])C.[Na+]. The catalyst is C1(C)C=CC=CC=1.C([O-])(=O)C.[Pd+2].C([O-])(=O)C.CC1(C)C2C=CC=C(P(C3C=CC=CC=3)C3C=CC=CC=3)C=2OC2C1=CC=CC=2P(C1C=CC=CC=1)C1C=CC=CC=1. The product is [C:21](=[N:34][NH:35][C:2]1[CH:7]=[CH:6][C:5]([S:8]([NH:11][CH2:12][CH2:13][N:14]2[CH2:19][CH2:18][O:17][CH2:16][CH2:15]2)(=[O:10])=[O:9])=[C:4]([CH3:20])[CH:3]=1)([C:28]1[CH:29]=[CH:30][CH:31]=[CH:32][CH:33]=1)[C:22]1[CH:27]=[CH:26][CH:25]=[CH:24][CH:23]=1. The yield is 0.800. (3) The reactants are [F:1][CH2:2][CH2:3][OH:4].[C:5]1([CH3:15])[CH:10]=[CH:9][C:8]([S:11](O)(=[O:13])=[O:12])=[CH:7][CH:6]=1. The catalyst is N1C=CC=CC=1. The product is [F:1][CH2:2][CH2:3][O:4][S:11]([C:8]1[CH:9]=[CH:10][C:5]([CH3:15])=[CH:6][CH:7]=1)(=[O:13])=[O:12]. The yield is 0.940. (4) The reactants are [Si]([O:8][CH:9]([C:23]([CH3:27])([CH3:26])[CH2:24]O)[CH:10]([NH:12][C:13](=[O:22])[O:14][CH2:15][C:16]1[CH:21]=[CH:20][CH:19]=[CH:18][CH:17]=1)[CH3:11])(C(C)(C)C)(C)C.C(N(CC)CC)C.S(Cl)(C)(=O)=O.O. The catalyst is C1COCC1. The product is [OH:8][CH:9]1[C:23]([CH3:24])([CH3:26])[CH2:27][N:12]([C:13]([O:14][CH2:15][C:16]2[CH:17]=[CH:18][CH:19]=[CH:20][CH:21]=2)=[O:22])[CH:10]1[CH3:11]. The yield is 0.920.